This data is from Peptide-MHC class I binding affinity with 185,985 pairs from IEDB/IMGT. The task is: Regression. Given a peptide amino acid sequence and an MHC pseudo amino acid sequence, predict their binding affinity value. This is MHC class I binding data. (1) The peptide sequence is MMMTACDDGR. The MHC is HLA-A68:02 with pseudo-sequence HLA-A68:02. The binding affinity (normalized) is 0.117. (2) The peptide sequence is VEAVMYMGT. The MHC is HLA-B45:01 with pseudo-sequence HLA-B45:01. The binding affinity (normalized) is 0.406. (3) The peptide sequence is CTWPEASRY. The MHC is HLA-B46:01 with pseudo-sequence HLA-B46:01. The binding affinity (normalized) is 0.0847. (4) The peptide sequence is RYKLEGYAF. The MHC is HLA-A29:02 with pseudo-sequence HLA-A29:02. The binding affinity (normalized) is 0.00485.